From a dataset of CYP3A4 inhibition data for predicting drug metabolism from PubChem BioAssay. Regression/Classification. Given a drug SMILES string, predict its absorption, distribution, metabolism, or excretion properties. Task type varies by dataset: regression for continuous measurements (e.g., permeability, clearance, half-life) or binary classification for categorical outcomes (e.g., BBB penetration, CYP inhibition). Dataset: cyp3a4_veith. (1) The molecule is Cc1c(NC(=O)CN2C(=O)C3C4C=CC(C4)C3C2=O)c(=O)n(-c2ccccc2)n1C. The result is 1 (inhibitor). (2) The compound is COC(=O)[C@@H]1C(O)[C@@H](C(=O)OC)[C@@H](C)N(C)[C@H]1C. The result is 0 (non-inhibitor). (3) The compound is CC(C)CNS(=O)(=O)c1cc(C(=O)N2CC(C)OC(C)C2)c(Cl)cc1Cl. The result is 1 (inhibitor). (4) The drug is CCOC(=O)c1ccc(N/C(=N\S(=O)(=O)c2ccccc2C)c2ccccc2)cc1. The result is 1 (inhibitor). (5) The drug is COc1cccc(Cn2c(=O)c(-c3cc(F)cc(F)c3)nc3cnc(N4CCNCC4)nc32)c1. The result is 1 (inhibitor).